This data is from Full USPTO retrosynthesis dataset with 1.9M reactions from patents (1976-2016). The task is: Predict the reactants needed to synthesize the given product. (1) Given the product [F:1][C:2]1[CH:3]=[C:4]([C:8]2[CH:9]=[CH:10][C:11](/[CH:14]=[CH:15]/[CH:16]3[C:36]4[C:34](=[O:35])[CH2:33][C:32]([CH3:40])([CH3:31])[CH2:39][C:37]=4[NH:18][C:19]4[NH:23][N:22]=[CH:21][C:20]3=4)=[N:12][CH:13]=2)[CH:5]=[CH:6][CH:7]=1.[CH2:25]1[CH:26]([CH2:27][C:28]([NH2:30])=[O:29])[CH2:24]1, predict the reactants needed to synthesize it. The reactants are: [F:1][C:2]1[CH:3]=[C:4]([C:8]2[CH:9]=[CH:10][C:11](/[CH:14]=[CH:15]/[CH:16]=O)=[N:12][CH:13]=2)[CH:5]=[CH:6][CH:7]=1.[NH2:18][C:19]1[NH:23][N:22]=[CH:21][CH:20]=1.[CH2:24]1[CH:26]([CH2:27][C:28]([NH2:30])=[O:29])[CH2:25]1.[CH3:31][C:32]1([CH3:40])[CH2:39][C:37](=O)[CH2:36][C:34](=[O:35])[CH2:33]1. (2) Given the product [CH:11](=[C:2]([C:3]([CH2:8][OH:9])([CH2:6][OH:7])[CH2:4][OH:5])[OH:1])[C:12]1[CH:17]=[CH:16][CH:15]=[CH:14][CH:13]=1, predict the reactants needed to synthesize it. The reactants are: [OH:1][CH2:2][C:3]([CH2:8][OH:9])([CH2:6][OH:7])[CH2:4][OH:5].Cl.[CH:11](=O)[C:12]1[CH:17]=[CH:16][CH:15]=[CH:14][CH:13]=1. (3) Given the product [CH2:1]([N:8]([CH2:25][C:24]1[CH:27]=[CH:28][CH:29]=[C:22]([O:21][CH3:20])[CH:23]=1)[CH2:9][C:10]([C:12]1[CH:13]=[CH:14][C:15]([O:18][CH3:19])=[CH:16][CH:17]=1)=[O:11])[C:2]1[CH:3]=[CH:4][CH:5]=[CH:6][CH:7]=1, predict the reactants needed to synthesize it. The reactants are: [CH2:1]([NH:8][CH2:9][C:10]([C:12]1[CH:17]=[CH:16][C:15]([O:18][CH3:19])=[CH:14][CH:13]=1)=[O:11])[C:2]1[CH:7]=[CH:6][CH:5]=[CH:4][CH:3]=1.[CH3:20][O:21][C:22]1[CH:23]=[C:24]([CH:27]=[CH:28][CH:29]=1)[CH:25]=O.[BH-](OC(C)=O)(OC(C)=O)OC(C)=O.[Na+].C([O-])(O)=O.[Na+]. (4) Given the product [OH:30][CH2:29][C@@H:28]([NH:27][C@@H:22]1[C:23]2[C:19](=[C:18]([C:15]3[N:14]=[C:13]([C:5]4[CH:6]=[CH:7][C:8]([O:9][CH:10]([CH3:12])[CH3:11])=[C:3]([CH:4]=4)[C:1]#[N:2])[O:17][N:16]=3)[CH:26]=[CH:25][CH:24]=2)[CH2:20][CH2:21]1)[CH3:33], predict the reactants needed to synthesize it. The reactants are: [C:1]([C:3]1[CH:4]=[C:5]([C:13]2[O:17][N:16]=[C:15]([C:18]3[CH:26]=[CH:25][CH:24]=[C:23]4[C:19]=3[CH2:20][CH2:21][C@@H:22]4[NH:27][C@@H:28]([CH3:33])[C:29](OC)=[O:30])[N:14]=2)[CH:6]=[CH:7][C:8]=1[O:9][CH:10]([CH3:12])[CH3:11])#[N:2].[BH4-].[Na+]. (5) Given the product [F:16][C:17]1[CH:22]=[CH:21][CH:20]=[CH:19][C:18]=1[S:23]([NH:14][CH2:13][C:12]([C:3]1[CH:4]=[CH:5][C:6]2[C:11](=[CH:10][CH:9]=[CH:8][CH:7]=2)[CH:2]=1)=[O:15])(=[O:25])=[O:24], predict the reactants needed to synthesize it. The reactants are: [Cl-].[CH:2]1[C:11]2[C:6](=[CH:7][CH:8]=[CH:9][CH:10]=2)[CH:5]=[CH:4][C:3]=1[C:12](=[O:15])[CH2:13][NH3+:14].[F:16][C:17]1[CH:22]=[CH:21][CH:20]=[CH:19][C:18]=1[S:23](Cl)(=[O:25])=[O:24].CCN(CC)CC. (6) Given the product [F:35][C:36]([F:41])([F:40])[C:37]([OH:39])=[O:38].[N:28]1([CH2:27][C:26]#[C:25][C:20]2[CH:21]=[C:22]3[C:17](=[CH:18][CH:19]=2)[N:16]=[CH:15][N:14]([CH2:13][C:10]2[CH:11]=[CH:12][C:7]([C:6]([OH:34])=[O:5])=[CH:8][CH:9]=2)[C:23]3=[O:24])[CH2:33][CH2:32][O:31][CH2:30][CH2:29]1, predict the reactants needed to synthesize it. The reactants are: C([O:5][C:6](=[O:34])[C:7]1[CH:12]=[CH:11][C:10]([CH2:13][N:14]2[C:23](=[O:24])[C:22]3[C:17](=[CH:18][CH:19]=[C:20]([C:25]#[C:26][CH2:27][N:28]4[CH2:33][CH2:32][O:31][CH2:30][CH2:29]4)[CH:21]=3)[N:16]=[CH:15]2)=[CH:9][CH:8]=1)(C)(C)C.[F:35][C:36]([F:41])([F:40])[C:37]([OH:39])=[O:38].